This data is from Full USPTO retrosynthesis dataset with 1.9M reactions from patents (1976-2016). The task is: Predict the reactants needed to synthesize the given product. (1) Given the product [C:11]([NH:8][CH2:7][C:6]1[CH:15]=[C:2]([C:25]2[CH:26]=[CH:27][N:22]=[CH:23][CH:24]=2)[CH:3]=[C:4]([C:16]2[CH:17]=[CH:18][CH:19]=[CH:20][CH:21]=2)[C:5]=1[OH:10])([CH3:14])([CH3:12])[CH3:13], predict the reactants needed to synthesize it. The reactants are: Br[C:2]1[CH:3]=[C:4]([C:16]2[CH:21]=[CH:20][CH:19]=[CH:18][CH:17]=2)[C:5]2[O:10]C[N:8]([C:11]([CH3:14])([CH3:13])[CH3:12])[CH2:7][C:6]=2[CH:15]=1.[N:22]1[CH:27]=[CH:26][C:25](B(O)O)=[CH:24][CH:23]=1.C(=O)([O-])[O-].[K+].[K+]. (2) Given the product [CH3:11][O:12][C:13]1[N:18]=[CH:17][C:16]([C:2]2[S:6][C:5]([C:7]([OH:9])=[O:8])=[CH:4][CH:3]=2)=[CH:15][CH:14]=1, predict the reactants needed to synthesize it. The reactants are: Br[C:2]1[S:6][C:5]([C:7]([OH:9])=[O:8])=[CH:4][CH:3]=1.Cl.[CH3:11][O:12][C:13]1[N:18]=[CH:17][C:16](B(O)O)=[CH:15][CH:14]=1.C(=O)([O-])[O-].[Na+].[Na+].